Dataset: Peptide-MHC class II binding affinity with 134,281 pairs from IEDB. Task: Regression. Given a peptide amino acid sequence and an MHC pseudo amino acid sequence, predict their binding affinity value. This is MHC class II binding data. (1) The peptide sequence is VKITDKNYEHIAAYH. The MHC is DRB3_0202 with pseudo-sequence DRB3_0202. The binding affinity (normalized) is 0.203. (2) The peptide sequence is ESATILMTATPPGTS. The MHC is DRB5_0101 with pseudo-sequence DRB5_0101. The binding affinity (normalized) is 0.703. (3) The peptide sequence is KSRTLKSFFAWSLSD. The MHC is DRB1_1302 with pseudo-sequence DRB1_1302. The binding affinity (normalized) is 0.329. (4) The peptide sequence is AAATAGTTVYGAFAA. The MHC is DRB1_0404 with pseudo-sequence DRB1_0404. The binding affinity (normalized) is 0.224.